From a dataset of Full USPTO retrosynthesis dataset with 1.9M reactions from patents (1976-2016). Predict the reactants needed to synthesize the given product. (1) Given the product [Cl:1][C:2]1[CH:3]=[CH:4][C:5]([N:8]2[CH:12]=[CH:11][C:10]([C:13]([F:14])([F:15])[F:16])=[C:9]2[CH2:17][O:18][C:24]2[CH:23]=[CH:22][C:21]([CH2:28][CH2:29][CH2:30][OH:31])=[C:20]([F:19])[C:25]=2[F:26])=[CH:6][CH:7]=1, predict the reactants needed to synthesize it. The reactants are: [Cl:1][C:2]1[CH:7]=[CH:6][C:5]([N:8]2[CH:12]=[CH:11][C:10]([C:13]([F:16])([F:15])[F:14])=[C:9]2[CH2:17][OH:18])=[CH:4][CH:3]=1.[F:19][C:20]1[C:25]([F:26])=[C:24](O)[CH:23]=[CH:22][C:21]=1[CH2:28][CH2:29][C:30](OCC)=[O:31]. (2) Given the product [N:39]1([C:2]2[C:10]3[N:9]=[C:8]([N:11]4[CH2:16][CH2:15][N:14]([C:17]5[C:22]([C:23]([F:26])([F:25])[F:24])=[CH:21][CH:20]=[CH:19][N:18]=5)[CH2:13][CH2:12]4)[N:7]([CH2:27][O:28][CH2:29][CH2:30][Si:31]([CH3:34])([CH3:33])[CH3:32])[C:6]=3[CH:5]=[C:4]([C:35]([F:38])([F:37])[F:36])[CH:3]=2)[CH2:44][CH2:43][CH2:42][CH2:41][CH2:40]1, predict the reactants needed to synthesize it. The reactants are: Br[C:2]1[C:10]2[N:9]=[C:8]([N:11]3[CH2:16][CH2:15][N:14]([C:17]4[C:22]([C:23]([F:26])([F:25])[F:24])=[CH:21][CH:20]=[CH:19][N:18]=4)[CH2:13][CH2:12]3)[N:7]([CH2:27][O:28][CH2:29][CH2:30][Si:31]([CH3:34])([CH3:33])[CH3:32])[C:6]=2[CH:5]=[C:4]([C:35]([F:38])([F:37])[F:36])[CH:3]=1.[NH:39]1[CH2:44][CH2:43][CH2:42][CH2:41][CH2:40]1. (3) Given the product [Cl:16][C:10]1[CH:11]=[C:12]([N+:13]([O-:15])=[O:14])[C:7]([C:25]2[CH:26]=[CH:27][C:22]([F:21])=[CH:23][CH:24]=2)=[C:8]([O:17][CH3:18])[CH:9]=1, predict the reactants needed to synthesize it. The reactants are: FC(F)(F)S(O[C:7]1[C:12]([N+:13]([O-:15])=[O:14])=[CH:11][C:10]([Cl:16])=[CH:9][C:8]=1[O:17][CH3:18])(=O)=O.[F:21][C:22]1[CH:27]=[CH:26][C:25](B(O)O)=[CH:24][CH:23]=1. (4) Given the product [NH2:29][C:26]1[C:25]([O:30][CH2:31][CH:32]2[CH2:37][CH2:36][N:35]([C:2]3[N:7]=[C:6]([Cl:8])[N:5]=[C:4]([O:9][CH2:10][C:11]4([C:14]#[N:15])[CH2:13][CH2:12]4)[N:3]=3)[CH2:34][CH2:33]2)=[CH:24][C:23]([C:21]2[N:20]=[CH:19][N:18]([CH3:17])[CH:22]=2)=[CH:28][N:27]=1, predict the reactants needed to synthesize it. The reactants are: Cl[C:2]1[N:7]=[C:6]([Cl:8])[N:5]=[C:4]([O:9][CH2:10][C:11]2([C:14]#[N:15])[CH2:13][CH2:12]2)[N:3]=1.Cl.[CH3:17][N:18]1[CH:22]=[C:21]([C:23]2[CH:24]=[C:25]([O:30][CH2:31][CH:32]3[CH2:37][CH2:36][NH:35][CH2:34][CH2:33]3)[C:26]([NH2:29])=[N:27][CH:28]=2)[N:20]=[CH:19]1.CCN(C(C)C)C(C)C.C(Cl)Cl.